This data is from Forward reaction prediction with 1.9M reactions from USPTO patents (1976-2016). The task is: Predict the product of the given reaction. (1) Given the reactants Cl[C:2]1[CH:19]=[CH:18][CH:17]=[C:16]([Si:20]([CH3:23])([CH3:22])[CH3:21])[C:3]=1[C:4]([N:6]([CH2:14][CH3:15])[CH:7]([O:12][CH3:13])[C:8]([CH3:11])([CH3:10])[CH3:9])=[O:5].[CH3:24][N:25](CCN(C)C)[CH3:26].[Li]C(C)(C)C.CCCCC.BrCCBr, predict the reaction product. The product is: [CH3:24][N:25]([CH3:26])[C:19]1[CH:18]=[CH:17][C:16]([Si:20]([CH3:23])([CH3:22])[CH3:21])=[C:3]([CH:2]=1)[C:4]([N:6]([CH2:14][CH3:15])[CH:7]([O:12][CH3:13])[C:8]([CH3:11])([CH3:10])[CH3:9])=[O:5]. (2) Given the reactants C(N(CC)CC)C.[C:8](Cl)([C:21]1[CH:26]=[CH:25][CH:24]=[CH:23][CH:22]=1)([C:15]1[CH:20]=[CH:19][CH:18]=[CH:17][CH:16]=1)[C:9]1[CH:14]=[CH:13][CH:12]=[CH:11][CH:10]=1.[I:28][C:29]1[N:30]=[C:31]([CH3:34])[NH:32][CH:33]=1, predict the reaction product. The product is: [I:28][C:29]1[N:30]=[C:31]([CH3:34])[N:32]([C:8]([C:21]2[CH:26]=[CH:25][CH:24]=[CH:23][CH:22]=2)([C:15]2[CH:20]=[CH:19][CH:18]=[CH:17][CH:16]=2)[C:9]2[CH:14]=[CH:13][CH:12]=[CH:11][CH:10]=2)[CH:33]=1. (3) Given the reactants C([Li])(CC)C.[Cl:6][C:7]1[CH:8]=[CH:9][C:10]([CH3:22])=[C:11]([CH:21]=1)[CH2:12][NH:13][C:14](=[O:20])[O:15][C:16]([CH3:19])([CH3:18])[CH3:17].[F:23][CH:24]([F:35])[CH:25]=[N:26][C:27]1[CH:32]=[CH:31][C:30]([O:33][CH3:34])=[CH:29][CH:28]=1, predict the reaction product. The product is: [Cl:6][C:7]1[CH:8]=[CH:9][C:10]([CH2:22][CH:25]([NH:26][C:27]2[CH:32]=[CH:31][C:30]([O:33][CH3:34])=[CH:29][CH:28]=2)[CH:24]([F:35])[F:23])=[C:11]([CH:21]=1)[CH2:12][NH:13][C:14](=[O:20])[O:15][C:16]([CH3:17])([CH3:18])[CH3:19]. (4) Given the reactants [CH3:1][O:2][CH2:3][CH2:4][N:5]1[CH2:11][CH2:10][C:9]2[CH:12]=[C:13]([NH2:16])[CH:14]=[CH:15][C:8]=2[CH2:7][CH2:6]1.Cl[C:18]1[N:23]=[C:22]([NH:24][C:25]2[CH:30]=[CH:29][C:28]([N:31]([CH3:33])[CH3:32])=[CH:27][C:26]=2[S:34]([N:37]([CH3:39])[CH3:38])(=[O:36])=[O:35])[C:21]([Cl:40])=[CH:20][N:19]=1, predict the reaction product. The product is: [Cl:40][C:21]1[C:22]([NH:24][C:25]2[CH:30]=[CH:29][C:28]([N:31]([CH3:33])[CH3:32])=[CH:27][C:26]=2[S:34]([N:37]([CH3:39])[CH3:38])(=[O:36])=[O:35])=[N:23][C:18]([NH:16][C:13]2[CH:14]=[CH:15][C:8]3[CH2:7][CH2:6][N:5]([CH2:4][CH2:3][O:2][CH3:1])[CH2:11][CH2:10][C:9]=3[CH:12]=2)=[N:19][CH:20]=1. (5) Given the reactants [F:1][C:2]1[CH:3]=[CH:4][C:5]([CH2:8][NH2:9])=[N:6][CH:7]=1.Br[CH2:11][CH2:12][N:13]1[C:17]([C:18](OCC)=[O:19])=[CH:16][C:15]([CH2:23][O:24][C:25]2[CH:30]=[CH:29][CH:28]=[CH:27][CH:26]=2)=[N:14]1.[I-].[K+], predict the reaction product. The product is: [F:1][C:2]1[CH:3]=[CH:4][C:5]([CH2:8][N:9]2[CH2:11][CH2:12][N:13]3[N:14]=[C:15]([CH2:23][O:24][C:25]4[CH:30]=[CH:29][CH:28]=[CH:27][CH:26]=4)[CH:16]=[C:17]3[C:18]2=[O:19])=[N:6][CH:7]=1. (6) Given the reactants [CH3:1][C:2]1[CH:31]=[CH:30][CH:29]=[C:28]([CH3:32])[C:3]=1[CH2:4][NH:5][C:6]1[CH:7]=[C:8]2[C:13](=[CH:14][C:15]=1[F:16])[N:12]=[C:11]([N:17]1[CH:21]=[C:20]([C:22]([O:24]CC)=[O:23])[CH:19]=[N:18]1)[NH:10][C:9]2=O.[CH2:33]([NH:35][CH2:36][CH3:37])[CH3:34], predict the reaction product. The product is: [CH2:33]([N:35]([CH2:36][CH3:37])[C:9]1[C:8]2[C:13](=[CH:14][C:15]([F:16])=[C:6]([NH:5][CH2:4][C:3]3[C:2]([CH3:1])=[CH:31][CH:30]=[CH:29][C:28]=3[CH3:32])[CH:7]=2)[N:12]=[C:11]([N:17]2[CH:21]=[C:20]([C:22]([OH:24])=[O:23])[CH:19]=[N:18]2)[N:10]=1)[CH3:34]. (7) Given the reactants [F:1][C:2]1[CH:3]=[CH:4][C:5]([CH3:12])=[C:6]([S:8](Cl)(=[O:10])=[O:9])[CH:7]=1.C(N(CC)CC)C.[NH:20]1[CH2:25][CH2:24][O:23][CH2:22][CH2:21]1, predict the reaction product. The product is: [F:1][C:2]1[CH:3]=[CH:4][C:5]([CH3:12])=[C:6]([S:8]([N:20]2[CH2:25][CH2:24][O:23][CH2:22][CH2:21]2)(=[O:10])=[O:9])[CH:7]=1.